From a dataset of Full USPTO retrosynthesis dataset with 1.9M reactions from patents (1976-2016). Predict the reactants needed to synthesize the given product. (1) Given the product [CH3:1][O:2][C:3]1[CH:4]=[CH:5][C:6]2[CH2:12][CH2:11][NH:10][C:9](=[O:13])[CH2:8][C:7]=2[CH:14]=1, predict the reactants needed to synthesize it. The reactants are: [CH3:1][O:2][C:3]1[CH:4]=[CH:5][C:6]2[CH:12]=[CH:11][NH:10][C:9](=[O:13])[CH2:8][C:7]=2[CH:14]=1. (2) Given the product [F:1][C:2]1[CH:3]=[CH:4][C:5]([C:8]2[N:12]=[C:11]([CH:13]3[CH2:18][CH2:17][N:16]([CH2:19][CH:20]([C:22]4[CH:27]=[CH:26][CH:25]=[CH:24][CH:23]=4)[OH:21])[CH2:15][CH2:14]3)[N:10]([C:28]3[N:29]=[CH:30][CH:31]=[CH:32][N:33]=3)[N:9]=2)=[CH:6][CH:7]=1, predict the reactants needed to synthesize it. The reactants are: [F:1][C:2]1[CH:7]=[CH:6][C:5]([C:8]2[N:12]=[C:11]([CH:13]3[CH2:18][CH2:17][N:16]([CH2:19][C:20]([C:22]4[CH:27]=[CH:26][CH:25]=[CH:24][CH:23]=4)=[O:21])[CH2:15][CH2:14]3)[N:10]([C:28]3[N:33]=[CH:32][CH:31]=[CH:30][N:29]=3)[N:9]=2)=[CH:4][CH:3]=1.[BH4-].[Na+]. (3) Given the product [N:1]1([C:6]2([C:10]([OH:12])=[O:11])[CH2:7][CH2:8][CH2:9]2)[CH:5]=[CH:4][CH:3]=[N:2]1, predict the reactants needed to synthesize it. The reactants are: [N:1]1([C:6]2([C:10]([O:12]CC)=[O:11])[CH2:9][CH2:8][CH2:7]2)[CH:5]=[CH:4][CH:3]=[N:2]1.O1CCCC1.[OH-].[Na+]. (4) Given the product [CH3:12][O:22][CH3:23].[CH:23]([O:22][CH:12]([CH3:11])[CH3:13])([CH3:25])[CH3:28], predict the reactants needed to synthesize it. The reactants are: C[C@H]1[C@@:11]2(C)[C@H:12]([O:22][C:23]([CH2:25]O)=O)[CH2:13][C@](C=C)(C)[C@@H](O)[C@H](C)[C@]3([C@@H]2C(=O)CC3)CC1.[CH2:28](Cl)Cl.CO.C(O)C. (5) The reactants are: [C:1]([O:5][C:6](=[O:40])[N:7]([C@H:9]([C:11](=[O:39])[NH:12][C@@H:13]1[C:19](=[O:20])[N:18]([CH2:21][C:22]2[C:31]3[C:26](=[CH:27][C:28]([Br:32])=[CH:29][CH:30]=3)[CH:25]=[CH:24][C:23]=2[O:33][CH3:34])[C:17]2[CH:35]=[CH:36][CH:37]=[CH:38][C:16]=2[NH:15][CH2:14]1)[CH3:10])[CH3:8])([CH3:4])([CH3:3])[CH3:2].[C:41]([O:52][CH3:53])(=[O:51])[C:42]1[CH:50]=[CH:49][C:45]([C:46]([O-])=[O:47])=[CH:44][CH:43]=1.O=P(Cl)(Cl)Cl.C(O)(=O)CC(CC(O)=O)(C(O)=O)O. Given the product [CH3:53][O:52][C:41](=[O:51])[C:42]1[CH:50]=[CH:49][C:45]([C:46]([N:15]2[CH2:14][C@H:13]([NH:12][C:11](=[O:39])[C@@H:9]([N:7]([C:6]([O:5][C:1]([CH3:2])([CH3:3])[CH3:4])=[O:40])[CH3:8])[CH3:10])[C:19](=[O:20])[N:18]([CH2:21][C:22]3[C:31]4[C:26](=[CH:27][C:28]([Br:32])=[CH:29][CH:30]=4)[CH:25]=[CH:24][C:23]=3[O:33][CH3:34])[C:17]3[CH:35]=[CH:36][CH:37]=[CH:38][C:16]2=3)=[O:47])=[CH:44][CH:43]=1, predict the reactants needed to synthesize it.